From a dataset of Reaction yield outcomes from USPTO patents with 853,638 reactions. Predict the reaction yield, written as a fraction of the theoretical maximum amount of product (1.0 means a 100% yield; for example, 0.34 means a 34% yield). (1) The reactants are [Cl-].C([Al+]CC)C.C[Si]([C:11]#[N:12])(C)C.[C:13]([C:21]1[CH:30]=[CH:29][CH:28]=[CH:27][C:22]=1[C:23]([O:25]C)=[O:24])(=O)[C:14]1[CH:19]=[CH:18][CH:17]=[CH:16][CH:15]=1. No catalyst specified. The product is [C:11]([C:13]1([C:14]2[CH:15]=[CH:16][CH:17]=[CH:18][CH:19]=2)[C:21]2[C:22](=[CH:27][CH:28]=[CH:29][CH:30]=2)[C:23](=[O:24])[O:25]1)#[N:12]. The yield is 0.970. (2) The reactants are Cl.[Br:2][C:3]1[CH:4]=[C:5]([Cl:11])[C:6]([CH2:9][NH2:10])=[N:7][CH:8]=1.[C:12]1(=O)[O:17][C:15](=[O:16])[C:14]2=[CH:18][CH:19]=[CH:20][CH:21]=[C:13]12. The catalyst is C1(C)C=CC=CC=1. The product is [Br:2][C:3]1[CH:4]=[C:5]([Cl:11])[C:6]([CH2:9][N:10]2[C:15](=[O:16])[C:14]3[C:13](=[CH:21][CH:20]=[CH:19][CH:18]=3)[C:12]2=[O:17])=[N:7][CH:8]=1. The yield is 0.650.